From a dataset of Peptide-MHC class I binding affinity with 185,985 pairs from IEDB/IMGT. Regression. Given a peptide amino acid sequence and an MHC pseudo amino acid sequence, predict their binding affinity value. This is MHC class I binding data. (1) The peptide sequence is DCKTILKAL. The MHC is HLA-B40:02 with pseudo-sequence HLA-B40:02. The binding affinity (normalized) is 0. (2) The binding affinity (normalized) is 0.0847. The peptide sequence is ESEVDDPAM. The MHC is HLA-A02:03 with pseudo-sequence HLA-A02:03. (3) The peptide sequence is TRREVHIYY. The MHC is HLA-B08:01 with pseudo-sequence HLA-B08:01. The binding affinity (normalized) is 0.0847. (4) The peptide sequence is VTIMSGLVF. The MHC is Mamu-A02 with pseudo-sequence Mamu-A02. The binding affinity (normalized) is 0.927. (5) The peptide sequence is SRTLLAGI. The MHC is Mamu-B08 with pseudo-sequence Mamu-B08. The binding affinity (normalized) is 0.392.